From a dataset of Forward reaction prediction with 1.9M reactions from USPTO patents (1976-2016). Predict the product of the given reaction. (1) Given the reactants C(O)(C)(C)C.[K].[CH3:7][C:8]1[C:12]([CH:13]=[O:14])=[CH:11][NH:10][N:9]=1.F[C:16]1[C:21]([F:22])=[CH:20][CH:19]=[CH:18][N:17]=1, predict the reaction product. The product is: [F:22][C:21]1[C:16]([N:10]2[CH:11]=[C:12]([CH:13]=[O:14])[C:8]([CH3:7])=[N:9]2)=[N:17][CH:18]=[CH:19][CH:20]=1. (2) Given the reactants [CH3:1][C:2]1[C:6]([C:7]2[CH:8]=[C:9]3[C:13](=[CH:14][CH:15]=2)[NH:12][C:11](=[O:16])[CH:10]3[C:17]2[CH:22]=[CH:21][CH:20]=[CH:19][CH:18]=2)=[C:5]([CH3:23])[O:4][N:3]=1.Br[CH2:25][CH2:26][CH2:27][OH:28].[I-].[K+].C(=O)([O-])[O-].[K+].[K+], predict the reaction product. The product is: [CH3:1][C:2]1[C:6]([C:7]2[CH:8]=[C:9]3[C:13](=[CH:14][CH:15]=2)[NH:12][C:11](=[O:16])[C:10]3([CH2:25][CH2:26][CH2:27][OH:28])[C:17]2[CH:18]=[CH:19][CH:20]=[CH:21][CH:22]=2)=[C:5]([CH3:23])[O:4][N:3]=1. (3) Given the reactants C[O:2][C:3]1[CH:8]=[C:7]([O:9]C)[N:6]=[C:5]([CH2:11][C:12]([F:15])([F:14])[F:13])[N:4]=1.Cl[Si](C)(C)C.[I-].[Na+], predict the reaction product. The product is: [F:15][C:12]([F:13])([F:14])[CH2:11][C:5]1[N:4]=[C:3]([OH:2])[CH:8]=[C:7]([OH:9])[N:6]=1.